This data is from Full USPTO retrosynthesis dataset with 1.9M reactions from patents (1976-2016). The task is: Predict the reactants needed to synthesize the given product. (1) Given the product [NH2:17][C:12]1[CH:13]=[CH:14][CH:15]=[C:16]2[C:11]=1[CH:10]=[N:9][N:8]2[C:3]1[CH:4]=[C:5]([CH:6]=[CH:7][CH:2]=1)[C:32]([O:34][CH2:35][CH3:36])=[O:33], predict the reactants needed to synthesize it. The reactants are: F[C:2]1[CH:7]=[CH:6][CH:5]=[CH:4][C:3]=1[N:8]1[C:16]2[CH:15]=[CH:14][CH:13]=[C:12]([NH2:17])[C:11]=2[CH:10]=[N:9]1.N1C2C=CC=C(N)C=2C=N1.IC1C=C(C=CC=1)[C:32]([O:34][CH2:35][CH3:36])=[O:33]. (2) The reactants are: O=O.[N:3]#N.BrC1[C:7]2[C:12]([C:13]([CH:20]=[O:21])=[C:14]3C=1[CH:18]=[CH:17][CH:16]=[CH:15]3)=C[CH:10]=[CH:9][CH:8]=2.[C:22](P)([CH3:25])([CH3:24])[CH3:23]. Given the product [C:23]([C:22]1[C:25]2[C:12]([C:13]([CH:20]=[O:21])=[C:14]3[C:24]=1[CH:18]=[CH:17][CH:16]=[CH:15]3)=[CH:7][CH:8]=[CH:9][CH:10]=2)#[N:3], predict the reactants needed to synthesize it. (3) Given the product [CH2:13]([O:17][C:2]1[CH:12]=[CH:11][C:5]([C:6]([OH:8])=[O:7])=[CH:4][N:3]=1)[C:14]#[C:15][CH3:16], predict the reactants needed to synthesize it. The reactants are: Cl[C:2]1[CH:12]=[CH:11][C:5]([C:6]([O:8]CC)=[O:7])=[CH:4][N:3]=1.[CH2:13]([OH:17])[C:14]#[C:15][CH3:16]. (4) Given the product [CH3:1][O:2][C:3]1[CH:9]=[CH:8][C:6]([NH:7][C:11]2[N:12]=[CH:13][C:14]3[C:19]([CH:20]=2)=[C:18]([C:21]2[CH:22]=[N:23][N:24]([CH3:26])[CH:25]=2)[CH:17]=[CH:16][CH:15]=3)=[CH:5][CH:4]=1, predict the reactants needed to synthesize it. The reactants are: [CH3:1][O:2][C:3]1[CH:9]=[CH:8][C:6]([NH2:7])=[CH:5][CH:4]=1.Cl[C:11]1[N:12]=[CH:13][C:14]2[C:19]([CH:20]=1)=[C:18]([C:21]1[CH:22]=[N:23][N:24]([CH3:26])[CH:25]=1)[CH:17]=[CH:16][CH:15]=2. (5) Given the product [Br:1][C:2]1[CH:3]=[CH:4][C:5]([C:8]2[CH:9]=[CH:10][C:11]([S:14]([N:17]3[CH2:29][C:28](=[O:34])[N:27]([CH2:30][CH2:31][CH2:37][CH2:38][CH2:39][CH2:40][CH2:41][CH3:42])[CH2:26][CH:18]3[C:19]([O:21][CH3:22])=[O:20])(=[O:16])=[O:15])=[CH:12][CH:13]=2)=[CH:6][CH:7]=1, predict the reactants needed to synthesize it. The reactants are: [Br:1][C:2]1[CH:7]=[CH:6][C:5]([C:8]2[CH:13]=[CH:12][C:11]([S:14]([NH:17][CH:18](CO)[C:19]([O:21][CH3:22])=[O:20])(=[O:16])=[O:15])=[CH:10][CH:9]=2)=[CH:4][CH:3]=1.C[CH2:26][N:27]([CH2:30][CH3:31])[CH2:28][CH3:29].CS(Cl)(=O)=[O:34].[CH2:37](N)[CH2:38][CH2:39][CH2:40][CH2:41][CH2:42]CC. (6) Given the product [Cl:15][C:16]1[CH:21]=[C:20]([Cl:22])[CH:19]=[CH:18][C:17]=1[CH2:23][O:1][C:2]1[N:6]([C:7]2[CH:12]=[C:11]([C:13]#[N:14])[CH:10]=[CH:9][N:8]=2)[N:5]=[CH:4][CH:3]=1, predict the reactants needed to synthesize it. The reactants are: [OH:1][C:2]1[N:6]([C:7]2[CH:12]=[C:11]([C:13]#[N:14])[CH:10]=[CH:9][N:8]=2)[N:5]=[CH:4][CH:3]=1.[Cl:15][C:16]1[CH:21]=[C:20]([Cl:22])[CH:19]=[CH:18][C:17]=1[CH2:23]O. (7) Given the product [Cl:1][C:2]1[CH:7]=[CH:6][N:5]=[CH:4][C:3]=1[CH:8]=[N:12][OH:10], predict the reactants needed to synthesize it. The reactants are: [Cl:1][C:2]1[CH:7]=[CH:6][N:5]=[CH:4][C:3]=1[CH:8]=O.[OH2:10].Cl.[NH2:12]O.[OH-].[Na+].